The task is: Predict the reaction yield, written as a fraction of the theoretical maximum amount of product (1.0 means a 100% yield; for example, 0.34 means a 34% yield).. This data is from Reaction yield outcomes from USPTO patents with 853,638 reactions. The reactants are Cl[C:2]1[C:7]([N+:8]([O-:10])=[O:9])=[CH:6][CH:5]=[C:4]([Cl:11])[N:3]=1.CCN(C(C)C)C(C)C.[CH:21]([O:24][C:25]1[NH:29][N:28]=[C:27]([NH2:30])[CH:26]=1)([CH3:23])[CH3:22]. The catalyst is C1COCC1. The product is [Cl:11][C:4]1[N:3]=[C:2]([NH:30][C:27]2[CH:26]=[C:25]([O:24][CH:21]([CH3:23])[CH3:22])[NH:29][N:28]=2)[C:7]([N+:8]([O-:10])=[O:9])=[CH:6][CH:5]=1. The yield is 0.630.